This data is from Reaction yield outcomes from USPTO patents with 853,638 reactions. The task is: Predict the reaction yield, written as a fraction of the theoretical maximum amount of product (1.0 means a 100% yield; for example, 0.34 means a 34% yield). (1) The reactants are Br[CH2:2][C:3](=O)[CH:4]([CH3:6])[CH3:5].C(OC(C1O[S:15]C=CC=1)=O)C.[NH3:19].[CH3:20][CH2:21][O:22][C:23]([CH3:25])=[O:24]. The catalyst is C(O)C.O. The product is [CH:4]([C:3]1[N:19]=[C:25]([C:23]([O:22][CH2:21][CH3:20])=[O:24])[S:15][CH:2]=1)([CH3:6])[CH3:5]. The yield is 1.00. (2) The reactants are Br[C:2]1[CH:22]=[N:21][C:5]2[NH:6][C:7](=[O:20])[CH2:8][N:9]([CH2:11][CH2:12][CH2:13][N:14]3[CH2:19][CH2:18][O:17][CH2:16][CH2:15]3)[CH2:10][C:4]=2[CH:3]=1.[C:23]([O:27][C:28]([CH3:31])([CH3:30])[CH3:29])(=[O:26])[CH:24]=[CH2:25].C(N(C(C)C)C(C)C)C.CC1C=CC=CC=1P(C1C=CC=CC=1C)C1C=CC=CC=1C. The catalyst is C(#N)CC.CN(C=O)C.CCOCC.CC([O-])=O.CC([O-])=O.[Pd+2]. The product is [C:28]([O:27][C:23](=[O:26])/[CH:24]=[CH:25]/[C:2]1[CH:22]=[N:21][C:5]2[NH:6][C:7](=[O:20])[CH2:8][N:9]([CH2:11][CH2:12][CH2:13][N:14]3[CH2:19][CH2:18][O:17][CH2:16][CH2:15]3)[CH2:10][C:4]=2[CH:3]=1)([CH3:31])([CH3:30])[CH3:29]. The yield is 0.550. (3) The catalyst is O1CCOCC1.C([O-])(=O)C.[Pd+2].C([O-])(=O)C.CO. The reactants are [Cl:1][C:2]1[C:3]([O:25][C:26]2[CH:31]=[CH:30][N:29]=[C:28](Cl)[CH:27]=2)=[CH:4][C:5]([F:24])=[C:6]([NH:8][C:9]([C:11]2([C:14]([NH:16][C:17]3[CH:22]=[CH:21][C:20]([F:23])=[CH:19][CH:18]=3)=[O:15])[CH2:13][CH2:12]2)=[O:10])[CH:7]=1.[C:33]([NH2:36])(=[O:35])[CH3:34].C(=O)([O-])[O-].[Cs+].[Cs+].CC1(C)C2C(=C(P(C3C=CC=CC=3)C3C=CC=CC=3)C=CC=2)OC2C(P(C3C=CC=CC=3)C3C=CC=CC=3)=CC=CC1=2. The yield is 0.477. The product is [C:33]([NH:36][C:28]1[CH:27]=[C:26]([O:25][C:3]2[C:2]([Cl:1])=[CH:7][C:6]([NH:8][C:9]([C:11]3([C:14]([NH:16][C:17]4[CH:18]=[CH:19][C:20]([F:23])=[CH:21][CH:22]=4)=[O:15])[CH2:12][CH2:13]3)=[O:10])=[C:5]([F:24])[CH:4]=2)[CH:31]=[CH:30][N:29]=1)(=[O:35])[CH3:34]. (4) The reactants are C(O)(C(F)(F)F)=O.C(OC([N:15]1[CH2:20][CH2:19][N:18]([CH2:21][C:22]2[C:23]([C:44]3[CH:49]=[CH:48][CH:47]=[CH:46][CH:45]=3)=[N:24][C:25]3[C:30]([C:31]=2[C:32](=[O:42])[NH:33][C@H:34]([CH:36]2[CH2:41][CH2:40][CH2:39][CH2:38][CH2:37]2)[CH3:35])=[CH:29][C:28]([F:43])=[CH:27][CH:26]=3)[CH2:17][CH2:16]1)=O)(C)(C)C. The catalyst is C(Cl)Cl. The product is [CH:36]1([C@@H:34]([NH:33][C:32]([C:31]2[C:30]3[C:25](=[CH:26][CH:27]=[C:28]([F:43])[CH:29]=3)[N:24]=[C:23]([C:44]3[CH:45]=[CH:46][CH:47]=[CH:48][CH:49]=3)[C:22]=2[CH2:21][N:18]2[CH2:17][CH2:16][NH:15][CH2:20][CH2:19]2)=[O:42])[CH3:35])[CH2:41][CH2:40][CH2:39][CH2:38][CH2:37]1. The yield is 0.790. (5) The reactants are [CH3:1][O:2][C:3]1[CH:4]=[C:5]([CH:10]=[CH:11][C:12]=1[O:13][CH2:14][CH2:15][O:16][CH3:17])[C:6]([O:8][CH3:9])=[O:7].[N+:18]([O-])([OH:20])=[O:19]. The catalyst is CC(O)=O. The product is [CH3:1][O:2][C:3]1[C:12]([O:13][CH2:14][CH2:15][O:16][CH3:17])=[CH:11][C:10]([N+:18]([O-:20])=[O:19])=[C:5]([CH:4]=1)[C:6]([O:8][CH3:9])=[O:7]. The yield is 0.800. (6) The reactants are Br[C:2]1[CH:7]=[CH:6][C:5]([N:8]2[CH:12]=[N:11][C:10]([C:13]3[CH:14]=[C:15]([CH:20]=[CH:21][CH:22]=3)[C:16]([O:18]C)=[O:17])=[N:9]2)=[CH:4][CH:3]=1.[C:23]1(B(O)O)[CH:28]=[CH:27][CH:26]=[CH:25][CH:24]=1.C(=O)([O-])[O-].[Na+].[Na+]. The catalyst is [I-].C([N+](CCCC)(CCCC)CCCC)CCC.C([O-])(=O)C.[Pd+2].C([O-])(=O)C.O. The product is [C:2]1([C:23]2[CH:28]=[CH:27][CH:26]=[CH:25][CH:24]=2)[CH:7]=[CH:6][C:5]([N:8]2[CH:12]=[N:11][C:10]([C:13]3[CH:14]=[C:15]([CH:20]=[CH:21][CH:22]=3)[C:16]([OH:18])=[O:17])=[N:9]2)=[CH:4][CH:3]=1. The yield is 0.790. (7) The reactants are [CH:1](=[N:8][OH:9])[C:2]1[CH:7]=[CH:6][CH:5]=[CH:4][CH:3]=1.ClCCl.ClN1[C:18](=[O:19])[CH2:17][CH2:16]C1=O.C(O)C#C. The catalyst is C(N(CC)CC)C. The product is [C:2]1([C:1]2[CH:16]=[C:17]([CH2:18][OH:19])[O:9][N:8]=2)[CH:7]=[CH:6][CH:5]=[CH:4][CH:3]=1. The yield is 0.768. (8) The reactants are Cl[C:2]1[N:28]=[C:27]([C:29]([F:32])([F:31])[F:30])[CH:26]=[CH:25][C:3]=1[C:4]([NH:6][CH2:7][C:8]1([CH2:21][CH:22]2[CH2:24][CH2:23]2)[CH2:13][CH2:12][CH:11]([S:14]([CH2:17][CH:18]2[CH2:20][CH2:19]2)(=[O:16])=[O:15])[CH2:10][CH2:9]1)=[O:5].[CH3:33][S-:34].[Na+].O. The catalyst is CC(O)C. The product is [CH:18]1([CH2:17][S:14]([CH:11]2[CH2:12][CH2:13][C:8]([CH2:7][NH:6][C:4](=[O:5])[C:3]3[CH:25]=[CH:26][C:27]([C:29]([F:32])([F:31])[F:30])=[N:28][C:2]=3[S:34][CH3:33])([CH2:21][CH:22]3[CH2:24][CH2:23]3)[CH2:9][CH2:10]2)(=[O:16])=[O:15])[CH2:20][CH2:19]1. The yield is 0.970.